Dataset: NCI-60 drug combinations with 297,098 pairs across 59 cell lines. Task: Regression. Given two drug SMILES strings and cell line genomic features, predict the synergy score measuring deviation from expected non-interaction effect. (1) Drug 1: COC1=CC(=CC(=C1O)OC)C2C3C(COC3=O)C(C4=CC5=C(C=C24)OCO5)OC6C(C(C7C(O6)COC(O7)C8=CC=CS8)O)O. Drug 2: C1CN(CCN1C(=O)CCBr)C(=O)CCBr. Cell line: OVCAR-4. Synergy scores: CSS=4.43, Synergy_ZIP=-1.45, Synergy_Bliss=1.51, Synergy_Loewe=-3.08, Synergy_HSA=0.507. (2) Drug 1: C1=CC=C(C=C1)NC(=O)CCCCCCC(=O)NO. Synergy scores: CSS=59.1, Synergy_ZIP=-0.766, Synergy_Bliss=-0.527, Synergy_Loewe=-3.41, Synergy_HSA=1.34. Drug 2: N.N.Cl[Pt+2]Cl. Cell line: SR.